This data is from Catalyst prediction with 721,799 reactions and 888 catalyst types from USPTO. The task is: Predict which catalyst facilitates the given reaction. (1) Reactant: F[C:2]1[CH:10]=[N:9][CH:8]=[CH:7][C:3]=1[C:4]([OH:6])=[O:5].[F:11][C:12]([F:22])([F:21])[O:13][C:14]1[CH:20]=[CH:19][C:17]([NH2:18])=[CH:16][CH:15]=1.[Li+].C[Si]([N-][Si](C)(C)C)(C)C.Cl. Product: [F:11][C:12]([F:21])([F:22])[O:13][C:14]1[CH:15]=[CH:16][C:17]([NH:18][C:2]2[CH:10]=[N:9][CH:8]=[CH:7][C:3]=2[C:4]([OH:6])=[O:5])=[CH:19][CH:20]=1. The catalyst class is: 1. (2) Reactant: CCN(C(C)C)C(C)C.[CH3:10][NH:11][CH:12]1[CH2:17][CH2:16][N:15]([C:18]2[C:19]3[CH:26]=[CH:25][NH:24][C:20]=3[N:21]=[CH:22][N:23]=2)[CH2:14][CH2:13]1.[C:27](O)(=[O:34])[C:28]1[CH:33]=[CH:32][CH:31]=[CH:30][CH:29]=1.CN(C(ON1N=NC2C=CC=NC1=2)=[N+](C)C)C.F[P-](F)(F)(F)(F)F. Product: [CH3:10][N:11]([CH:12]1[CH2:17][CH2:16][N:15]([C:18]2[C:19]3[CH:26]=[CH:25][NH:24][C:20]=3[N:21]=[CH:22][N:23]=2)[CH2:14][CH2:13]1)[C:27](=[O:34])[C:28]1[CH:33]=[CH:32][CH:31]=[CH:30][CH:29]=1. The catalyst class is: 9. (3) Reactant: [C:1]1([CH2:7][CH2:8][O:9][CH2:10][C:11](Cl)=[O:12])[CH:6]=[CH:5][CH:4]=[CH:3][CH:2]=1.[NH:14]1[CH2:19][CH2:18][CH:17]([CH2:20][CH2:21][OH:22])[CH2:16][CH2:15]1.C(N(CC)CC)C. Product: [OH:22][CH2:21][CH2:20][CH:17]1[CH2:18][CH2:19][N:14]([C:11](=[O:12])[CH2:10][O:9][CH2:8][CH2:7][C:1]2[CH:6]=[CH:5][CH:4]=[CH:3][CH:2]=2)[CH2:15][CH2:16]1. The catalyst class is: 7.